From a dataset of Full USPTO retrosynthesis dataset with 1.9M reactions from patents (1976-2016). Predict the reactants needed to synthesize the given product. (1) The reactants are: C([O:8][N:9]1[C:13]([C:14]2[CH:15]=[C:16]3[C:21](=[CH:22][C:23]=2[C:24]([F:27])([F:26])[F:25])[NH:20][C:19](=[O:28])[N:18]([NH:29][S:30]([CH3:33])(=[O:32])=[O:31])[C:17]3=[O:34])=[CH:12][CH:11]=[N:10]1)C1C=CC=CC=1. Given the product [OH:8][N:9]1[C:13]([C:14]2[CH:15]=[C:16]3[C:21](=[CH:22][C:23]=2[C:24]([F:27])([F:25])[F:26])[NH:20][C:19](=[O:28])[N:18]([NH:29][S:30]([CH3:33])(=[O:32])=[O:31])[C:17]3=[O:34])=[CH:12][CH:11]=[N:10]1, predict the reactants needed to synthesize it. (2) Given the product [CH2:1]([N:3]([C:16](=[O:17])[C:15]1[CH:19]=[CH:20][C:12]([C:10]#[N:11])=[CH:13][CH:14]=1)[CH2:4][CH2:5][C:6]([OH:8])=[O:7])[CH3:2], predict the reactants needed to synthesize it. The reactants are: [CH2:1]([NH:3][CH2:4][CH2:5][C:6]([OH:8])=[O:7])[CH3:2].Cl.[C:10]([C:12]1[CH:20]=[CH:19][C:15]([C:16](Cl)=[O:17])=[CH:14][CH:13]=1)#[N:11]. (3) Given the product [Br:1][C:2]1[CH:14]=[CH:13][C:12]2[C:11]3[C:6](=[CH:7][C:8]([Br:15])=[CH:9][CH:10]=3)[C:5](=[C:19]([CH3:21])[CH3:18])[C:4]=2[CH:3]=1, predict the reactants needed to synthesize it. The reactants are: [Br:1][C:2]1[CH:14]=[CH:13][C:12]2[C:11]3[C:6](=[CH:7][C:8]([Br:15])=[CH:9][CH:10]=3)[CH2:5][C:4]=2[CH:3]=1.[OH-].[K+].[CH3:18][C:19]([CH3:21])=O. (4) Given the product [CH:22]1([N:17]2[CH2:16][C:15]3([CH2:25][CH2:26][N:12]([CH:8]([C:5]4[CH:6]=[CH:7][C:2]([C:52]5[CH:61]=[C:60]6[C:55]([CH:56]=[C:57]([F:62])[CH:58]=[N:59]6)=[CH:54][CH:53]=5)=[CH:3][C:4]=4[F:27])[C:9]([NH2:11])=[O:10])[CH2:13][CH2:14]3)[O:20][CH2:19][C:18]2=[O:21])[CH2:24][CH2:23]1, predict the reactants needed to synthesize it. The reactants are: Br[C:2]1[CH:7]=[CH:6][C:5]([CH:8]([N:12]2[CH2:26][CH2:25][C:15]3([O:20][CH2:19][C:18](=[O:21])[N:17]([CH:22]4[CH2:24][CH2:23]4)[CH2:16]3)[CH2:14][CH2:13]2)[C:9]([NH2:11])=[O:10])=[C:4]([F:27])[CH:3]=1.CC1(C)C(C)(C)OB(B2OC(C)(C)C(C)(C)O2)O1.C([O-])(=O)C.[K+].Br[C:52]1[CH:61]=[C:60]2[C:55]([CH:56]=[C:57]([F:62])[CH:58]=[N:59]2)=[CH:54][CH:53]=1.C([O-])([O-])=O.[K+].[K+]. (5) Given the product [CH3:32][C@@:22]([S:28]([CH3:31])(=[O:29])=[O:30])([CH2:21][CH2:20][N:4]1[CH:5]=[C:6]([C:7]2[CH:8]=[CH:9][CH:10]=[CH:11][CH:12]=2)[C:2]([CH3:1])=[N:3]1)[C:23]([O:25][CH2:26][CH3:27])=[O:24], predict the reactants needed to synthesize it. The reactants are: [CH3:1][C:2]1[C:6]([C:7]2[CH:12]=[CH:11][CH:10]=[CH:9][CH:8]=2)=[CH:5][NH:4][N:3]=1.C(=O)([O-])[O-].[Cs+].[Cs+].Br[CH2:20][CH2:21][C@@:22]([CH3:32])([S:28]([CH3:31])(=[O:30])=[O:29])[C:23]([O:25][CH2:26][CH3:27])=[O:24]. (6) Given the product [Cl:5][C:6]1[CH:14]=[CH:13][C:9]([C:10]2[N:12]=[C:17]([OH:18])[CH:16]=[C:15]([OH:22])[N:11]=2)=[CH:8][CH:7]=1, predict the reactants needed to synthesize it. The reactants are: [O-]CC.[Na+].[Cl:5][C:6]1[CH:14]=[CH:13][C:9]([C:10]([NH2:12])=[NH:11])=[CH:8][CH:7]=1.[C:15](OCC)(=[O:22])[CH2:16][C:17](OCC)=[O:18].Cl. (7) Given the product [C:1]([O:5][C:6]([N:8]([C:14]1[CH:19]=[CH:18][CH:17]=[CH:16][C:15]=1[CH2:20][NH2:21])[C@H:9]([C:11]([OH:13])=[O:12])[CH3:10])=[O:7])([CH3:2])([CH3:3])[CH3:4], predict the reactants needed to synthesize it. The reactants are: [C:1]([O:5][C:6]([N:8]([C:14]1[CH:19]=[CH:18][CH:17]=[CH:16][C:15]=1[C:20]#[N:21])[C@H:9]([C:11]([OH:13])=[O:12])[CH3:10])=[O:7])([CH3:4])([CH3:3])[CH3:2]. (8) Given the product [F:20][C:2]([F:1])([F:19])[O:3][C:4]1[CH:9]=[CH:8][C:7]([C:10]2[N:11]=[C:12]([NH2:15])[NH:13][CH:14]=2)=[CH:6][CH:5]=1, predict the reactants needed to synthesize it. The reactants are: [F:1][C:2]([F:20])([F:19])[O:3][C:4]1[CH:9]=[CH:8][C:7]([C:10]2[N:11]=[C:12]([NH:15]C(=O)C)[NH:13][CH:14]=2)=[CH:6][CH:5]=1. (9) The reactants are: C(N(CC)[C:4]1[CH:26]=[CH:25][C:7]([C:8]([C:10]2[CH:24]=[CH:23][CH:22]=[CH:21][C:11]=2C(OCCCCCC)=O)=[O:9])=[C:6]([OH:27])[CH:5]=1)C.CCCCC(COC(C1C=CC=CC=1O)=O)CC.CCCCC(C[O:56][C:57](/[CH:59]=[CH:60]/[C:61]1C=[CH:63][C:64](OC)=[CH:65][CH:66]=1)=O)CC.C(N(CC)C1C=CC(C(C2C=CC=CC=2C=O)=O)=C(O)C=1)C. Given the product [CH3:63][CH2:64][CH2:65][CH2:66][CH2:61][CH2:60][CH2:59][CH2:57][O:56][C:4]1[CH:26]=[CH:25][C:7]([C:8]([C:10]2[CH:11]=[CH:21][CH:22]=[CH:23][CH:24]=2)=[O:9])=[C:6]([OH:27])[CH:5]=1, predict the reactants needed to synthesize it.